Predict the reaction yield, written as a fraction of the theoretical maximum amount of product (1.0 means a 100% yield; for example, 0.34 means a 34% yield). From a dataset of Reaction yield outcomes from USPTO patents with 853,638 reactions. (1) The reactants are F[C:2]1[CH:9]=[CH:8][C:5]([C:6]#[N:7])=[C:4]([C:10]([F:13])([F:12])[F:11])[CH:3]=1.[CH2:14]([NH:16][CH2:17][CH3:18])[CH3:15]. The catalyst is C(#N)C. The product is [CH2:14]([N:16]([CH2:17][CH3:18])[C:2]1[CH:9]=[CH:8][C:5]([C:6]#[N:7])=[C:4]([C:10]([F:13])([F:12])[F:11])[CH:3]=1)[CH3:15]. The yield is 0.900. (2) The reactants are Cl[CH2:2][C:3]1[CH:19]=[CH:18][C:6]([O:7][C:8]2[S:9][C:10]3[CH:16]=[C:15]([F:17])[CH:14]=[CH:13][C:11]=3[N:12]=2)=[CH:5][CH:4]=1.Cl.[CH2:21]1[CH:25]2[CH2:26][NH:27][CH2:28][CH:24]2[CH2:23][N:22]1[C:29]([NH2:31])=[O:30].C([O-])([O-])=O.[Cs+].[Cs+]. The catalyst is CN(C=O)C. The product is [F:17][C:15]1[CH:14]=[CH:13][C:11]2[N:12]=[C:8]([O:7][C:6]3[CH:18]=[CH:19][C:3]([CH2:2][N:27]4[CH2:26][CH:25]5[CH2:21][N:22]([C:29]([NH2:31])=[O:30])[CH2:23][CH:24]5[CH2:28]4)=[CH:4][CH:5]=3)[S:9][C:10]=2[CH:16]=1. The yield is 0.0700. (3) The reactants are Cl[C:2]1[CH:3]=[CH:4][N:5]2[C:10]([C:11]=1[CH3:12])=[C:9]([CH:13]1[CH2:15][CH2:14]1)[CH:8]=[C:7]([C:16]([O:18][CH3:19])=[O:17])[C:6]2=[O:20].CC1(C)C(C)(C)OB([C:29]2[CH:30]=[N:31][C:32]([NH2:35])=[N:33][CH:34]=2)O1. No catalyst specified. The product is [NH2:35][C:32]1[N:33]=[CH:34][C:29]([C:2]2[CH:3]=[CH:4][N:5]3[C:10]([C:11]=2[CH3:12])=[C:9]([CH:13]2[CH2:15][CH2:14]2)[CH:8]=[C:7]([C:16]([O:18][CH3:19])=[O:17])[C:6]3=[O:20])=[CH:30][N:31]=1. The yield is 0.800. (4) The reactants are [C:1]([C:3]1[CH:4]=[C:5]([F:30])[C:6]([NH:14][C@H:15]2[CH2:19][CH2:18][N:17]([C:20]([O:22][CH2:23][C:24]3[CH:29]=[CH:28][CH:27]=[CH:26][CH:25]=3)=[O:21])[CH2:16]2)=[C:7]2[C:11]=1[NH:10][C:9]([CH3:12])=[C:8]2[CH3:13])#[N:2].C=O.[C:33](O)(=O)C.C([BH3-])#N.[Na+]. The catalyst is CO.CCOC(C)=O. The product is [C:1]([C:3]1[CH:4]=[C:5]([F:30])[C:6]([N:14]([CH3:33])[C@H:15]2[CH2:19][CH2:18][N:17]([C:20]([O:22][CH2:23][C:24]3[CH:25]=[CH:26][CH:27]=[CH:28][CH:29]=3)=[O:21])[CH2:16]2)=[C:7]2[C:11]=1[NH:10][C:9]([CH3:12])=[C:8]2[CH3:13])#[N:2]. The yield is 0.420. (5) The reactants are [F:1][C:2]([F:18])([F:17])[CH2:3][C:4]([NH:6][C:7]1[CH:12]=[CH:11][C:10]([O:13][CH3:14])=[CH:9][C:8]=1[CH:15]=O)=[O:5].C([O-])([O-])=O.[K+].[K+]. The catalyst is CN(C=O)C.CCOC(C)=O. The product is [CH3:14][O:13][C:10]1[CH:9]=[C:8]2[C:7](=[CH:12][CH:11]=1)[NH:6][C:4](=[O:5])[C:3]([C:2]([F:18])([F:17])[F:1])=[CH:15]2. The yield is 0.940. (6) The reactants are [O:1]1[CH2:5][CH2:4][CH:3]([C:6](=[O:9])[CH2:7][CH3:8])[CH2:2]1.[CH3:10][O-:11].[Na+]. The catalyst is C(OCC)=O. The product is [CH3:8][CH:7]([C:6](=[O:9])[CH:3]1[CH2:4][CH2:5][O:1][CH2:2]1)[CH:10]=[O:11]. The yield is 0.660.